This data is from Catalyst prediction with 721,799 reactions and 888 catalyst types from USPTO. The task is: Predict which catalyst facilitates the given reaction. (1) Reactant: [F:1][C:2]1[CH:3]=[C:4]([CH:9]=[CH:10][C:11]=1[C:12]1[CH:13]=[N:14][C:15]([O:18][CH2:19][CH:20]2[CH2:25][CH2:24][N:23]([CH2:26][C:27]([F:30])([CH3:29])[CH3:28])[CH2:22][CH2:21]2)=[CH:16][CH:17]=1)[C:5]([O:7]C)=[O:6].O.CO.O[Li].O. Product: [F:1][C:2]1[CH:3]=[C:4]([CH:9]=[CH:10][C:11]=1[C:12]1[CH:13]=[N:14][C:15]([O:18][CH2:19][CH:20]2[CH2:25][CH2:24][N:23]([CH2:26][C:27]([F:30])([CH3:28])[CH3:29])[CH2:22][CH2:21]2)=[CH:16][CH:17]=1)[C:5]([OH:7])=[O:6]. The catalyst class is: 1. (2) Reactant: [N:1]1[O:5][N:4]=[C:3]2[CH:6]=[C:7]([C:10]([NH:12][CH2:13][C:14]([OH:16])=O)=[O:11])[CH:8]=[CH:9][C:2]=12.[F:17][CH2:18][CH2:19][NH2:20].C1C=CC2N(O)N=NC=2C=1.CCN=C=NCCCN(C)C.Cl.CCN(C(C)C)C(C)C. Product: [F:17][CH2:18][CH2:19][NH:20][C:14]([CH2:13][NH:12][C:10]([C:7]1[CH:8]=[CH:9][C:2]2[C:3]([CH:6]=1)=[N:4][O:5][N:1]=2)=[O:11])=[O:16]. The catalyst class is: 3.